This data is from Peptide-MHC class I binding affinity with 185,985 pairs from IEDB/IMGT. The task is: Regression. Given a peptide amino acid sequence and an MHC pseudo amino acid sequence, predict their binding affinity value. This is MHC class I binding data. (1) The peptide sequence is AVYNFATCG. The MHC is H-2-Kb with pseudo-sequence H-2-Kb. The binding affinity (normalized) is 0.459. (2) The peptide sequence is FPLMAKNEA. The MHC is HLA-B54:01 with pseudo-sequence HLA-B54:01. The binding affinity (normalized) is 0.843. (3) The peptide sequence is KVFFGPIYY. The MHC is HLA-A03:01 with pseudo-sequence HLA-A03:01. The binding affinity (normalized) is 0.689. (4) The peptide sequence is YVKNGTKGK. The MHC is HLA-A11:01 with pseudo-sequence HLA-A11:01. The binding affinity (normalized) is 0.374. (5) The peptide sequence is RRRWRRLTV. The binding affinity (normalized) is 0. The MHC is HLA-A02:03 with pseudo-sequence HLA-A02:03. (6) The peptide sequence is QQRPDLILV. The MHC is HLA-A02:06 with pseudo-sequence HLA-A02:06. The binding affinity (normalized) is 0.525. (7) The peptide sequence is ITHRFFEL. The MHC is H-2-Db with pseudo-sequence H-2-Db. The binding affinity (normalized) is 0.